The task is: Predict the product of the given reaction.. This data is from Forward reaction prediction with 1.9M reactions from USPTO patents (1976-2016). (1) Given the reactants C1C=CC2N(O)[N:8]=[N:7]C=2C=1.CCN=C=NCCCN(C)C.[F:22][CH:23]([F:34])[O:24][C:25]1[CH:33]=[CH:32][C:28]([C:29](O)=[O:30])=[CH:27][CH:26]=1.O.NN, predict the reaction product. The product is: [F:22][CH:23]([F:34])[O:24][C:25]1[CH:33]=[CH:32][C:28]([C:29]([NH:7][NH2:8])=[O:30])=[CH:27][CH:26]=1. (2) Given the reactants [CH2:1]([O:3][C:4]([C:6]1[O:7][C:8]2[C:14](F)=[C:13]([C:16]3[CH:21]=[CH:20][CH:19]=[CH:18][CH:17]=3)[C:12]([CH3:22])=[C:11]([C:23]#[N:24])[C:9]=2[N:10]=1)=[O:5])[CH3:2].C(N(CC)CC)C.[CH3:32][N:33]([CH3:39])[C@H:34]1[CH2:38][CH2:37][NH:36][CH2:35]1.C(OCC)(=O)C, predict the reaction product. The product is: [CH2:1]([O:3][C:4]([C:6]1[O:7][C:8]2[C:14]([N:36]3[CH2:37][CH2:38][C@H:34]([N:33]([CH3:39])[CH3:32])[CH2:35]3)=[C:13]([C:16]3[CH:21]=[CH:20][CH:19]=[CH:18][CH:17]=3)[C:12]([CH3:22])=[C:11]([C:23]#[N:24])[C:9]=2[N:10]=1)=[O:5])[CH3:2]. (3) Given the reactants [N-:1]=[C:2]=[O:3].[C:4]([O-:8])(=[O:7])[CH:5]=[CH2:6].[C:9](OC(C)COC)(=[O:11])[CH3:10].C(O)CCCCCCCCCCCC, predict the reaction product. The product is: [C:4]([OH:8])(=[O:7])[CH:5]=[CH2:6].[NH2:1][C:2]([O:11][CH2:9][CH3:10])=[O:3].